The task is: Predict which catalyst facilitates the given reaction.. This data is from Catalyst prediction with 721,799 reactions and 888 catalyst types from USPTO. (1) Reactant: [C:1]1([C:7]2[CH:16]=[CH:15][CH:14]=[C:13]3[C:8]=2[C:9]([NH:25][CH2:26][C:27]2[CH:32]=[CH:31][CH:30]=[CH:29][N:28]=2)=[N:10][C:11]([C:17]2[CH:18]=[N:19][CH:20]=[C:21]([CH:24]=2)[C:22]#[N:23])=[N:12]3)[CH:6]=[CH:5][CH:4]=[CH:3][CH:2]=1. Product: [NH2:23][CH2:22][C:21]1[CH:24]=[C:17]([C:11]2[N:10]=[C:9]([NH:25][CH2:26][C:27]3[CH:32]=[CH:31][CH:30]=[CH:29][N:28]=3)[C:8]3[C:13](=[CH:14][CH:15]=[CH:16][C:7]=3[C:1]3[CH:6]=[CH:5][CH:4]=[CH:3][CH:2]=3)[N:12]=2)[CH:18]=[N:19][CH:20]=1. The catalyst class is: 834. (2) Reactant: [CH3:1][C:2]([N:9]1[CH:13]=[CH:12][N:11]=[N:10]1)([CH3:8])[C:3](OCC)=[O:4].[OH-].[Al+3].[Li+].[OH-].[OH-].[OH-].O.[OH-].[Na+]. Product: [CH3:1][C:2]([N:9]1[CH:13]=[CH:12][N:11]=[N:10]1)([CH3:8])[CH2:3][OH:4]. The catalyst class is: 1. (3) Reactant: C(OC(=O)[NH:7][CH:8]1[CH2:13][CH2:12][N:11]([CH:14]2[CH2:19][CH2:18][N:17]([CH2:20][C:21]3[CH:26]=[CH:25][CH:24]=[CH:23][CH:22]=3)[CH2:16][CH2:15]2)[CH2:10][CH2:9]1)(C)(C)C.C(O)(C(F)(F)F)=O. Product: [CH2:20]([N:17]1[CH2:16][CH2:15][CH:14]([N:11]2[CH2:12][CH2:13][CH:8]([NH2:7])[CH2:9][CH2:10]2)[CH2:19][CH2:18]1)[C:21]1[CH:26]=[CH:25][CH:24]=[CH:23][CH:22]=1. The catalyst class is: 2. (4) Reactant: [Cl:1][C:2]1[C:3]([CH2:22][O:23]C2CCCCO2)=[C:4]2[C:8](=[C:9]([CH3:11])[CH:10]=1)[N:7]([S:12]([C:15]1[CH:21]=[CH:20][C:18]([CH3:19])=[CH:17][CH:16]=1)(=[O:14])=[O:13])[CH:6]=[CH:5]2.S(O)(C1C=CC(C)=CC=1)(=O)=O.O. Product: [Cl:1][C:2]1[C:3]([CH2:22][OH:23])=[C:4]2[C:8](=[C:9]([CH3:11])[CH:10]=1)[N:7]([S:12]([C:15]1[CH:21]=[CH:20][C:18]([CH3:19])=[CH:17][CH:16]=1)(=[O:14])=[O:13])[CH:6]=[CH:5]2. The catalyst class is: 14. (5) Reactant: [CH3:1][CH:2]([O:4][C:5]1[CH:6]=[C:7]([C@@:11]23[CH2:20][C@H:15]([CH2:16][C:17](=O)[CH2:18]2)[N:14]([CH3:21])[CH2:13][C@H:12]3[CH3:22])[CH:8]=[CH:9][CH:10]=1)[CH3:3].Cl.[NH2:24][OH:25]. Product: [CH:2]([O:4][C:5]1[CH:6]=[C:7]([C:11]23[CH2:20][CH:15]([CH2:16][C:17](=[N:24][OH:25])[CH2:18]2)[N:14]([CH3:21])[CH2:13][CH:12]3[CH3:22])[CH:8]=[CH:9][CH:10]=1)([CH3:3])[CH3:1]. The catalyst class is: 14. (6) Reactant: [F:1][C:2]([F:21])([C:17]([F:20])([F:19])[F:18])[CH2:3][CH2:4][CH2:5][CH:6]([C:12]([O:14][CH2:15][CH3:16])=[O:13])[C:7]([O:9][CH2:10][CH3:11])=[O:8].[H-].[Na+].Br[CH2:25][CH2:26][CH2:27][CH2:28][CH2:29][Cl:30]. Product: [Cl:30][CH2:29][CH2:28][CH2:27][CH2:26][CH2:25][C:6]([CH2:5][CH2:4][CH2:3][C:2]([F:21])([F:1])[C:17]([F:18])([F:19])[F:20])([C:7]([O:9][CH2:10][CH3:11])=[O:8])[C:12]([O:14][CH2:15][CH3:16])=[O:13]. The catalyst class is: 58.